Dataset: Full USPTO retrosynthesis dataset with 1.9M reactions from patents (1976-2016). Task: Predict the reactants needed to synthesize the given product. (1) Given the product [F:17][C:7]1[C:8]([O:10][CH3:11])=[CH:9][C:3]([O:2][CH3:1])=[CH:4][C:5]=1[NH2:6], predict the reactants needed to synthesize it. The reactants are: [CH3:1][O:2][C:3]1[CH:4]=[C:5]([CH:7]=[C:8]([O:10][CH3:11])[CH:9]=1)[NH2:6].[O-]S(C(F)(F)[F:17])(=O)=O.F[N+]1C(C)=CC(C)=CC=1C.O. (2) Given the product [C:9](=[O:10])([O:11][N:12]1[C:13](=[O:14])[CH2:15][CH2:16][C:17]1=[O:18])[O:8][CH2:24][C:23]1[CH:26]=[CH:27][C:20]([Cl:19])=[CH:21][CH:22]=1, predict the reactants needed to synthesize it. The reactants are: C1C(=O)N([O:8][C:9]([O:11][N:12]2[C:17](=[O:18])[CH2:16][CH2:15][C:13]2=[O:14])=[O:10])C(=O)C1.[Cl:19][C:20]1[CH:27]=[CH:26][C:23]([CH2:24]O)=[CH:22][CH:21]=1.C(#N)C.ClCCl. (3) Given the product [Br:27][C:11]1[N:10]([CH2:12][C:13]([O:15][CH3:16])=[O:14])[C:9]2[CH:17]=[C:18]([C:20]([O:22][C:23]([CH3:26])([CH3:25])[CH3:24])=[O:21])[S:19][C:8]=2[C:7]=1[CH:1]1[CH2:6][CH2:5][CH2:4][CH2:3][CH2:2]1, predict the reactants needed to synthesize it. The reactants are: [CH:1]1([C:7]2[C:8]3[S:19][C:18]([C:20]([O:22][C:23]([CH3:26])([CH3:25])[CH3:24])=[O:21])=[CH:17][C:9]=3[N:10]([CH2:12][C:13]([O:15][CH3:16])=[O:14])[CH:11]=2)[CH2:6][CH2:5][CH2:4][CH2:3][CH2:2]1.[Br:27]N1C(=O)CCC1=O. (4) Given the product [CH3:1][O:2][C:3]1[CH:8]=[CH:7][C:6]([C:9]([C:28]2[CH:27]=[C:26]([O:25][CH3:24])[CH:31]=[C:30]([O:32][CH3:33])[CH:29]=2)=[CH:10][C:11]#[N:46])=[CH:5][C:4]=1[N+:21]([O-:23])=[O:22].[CH3:36][O:37][C:38]1[CH:45]=[CH:44][C:41]([CH:42]([C:28]2[CH:27]=[C:26]([O:25][CH3:24])[CH:31]=[C:30]([O:32][CH3:33])[CH:29]=2)[OH:43])=[CH:40][C:39]=1[N+:46]([O-:48])=[O:47], predict the reactants needed to synthesize it. The reactants are: [CH3:1][O:2][C:3]1[CH:8]=[CH:7][C:6]([C:9]2(OC)C(OC)=CC=[C:11](CO)[CH2:10]2)=[CH:5][C:4]=1[N+:21]([O-:23])=[O:22].[CH3:24][O:25][C:26]1[CH:27]=[C:28](Br)[CH:29]=[C:30]([O:32][CH3:33])[CH:31]=1.[Mg].[CH3:36][O:37][C:38]1[CH:45]=[CH:44][C:41]([CH:42]=[O:43])=[CH:40][C:39]=1[N+:46]([O-:48])=[O:47]. (5) Given the product [CH3:3][N:4]([N:6]=[N:7][C:8]1[CH:9]=[C:10]([C:14]([NH2:2])=[O:16])[Se:11][C:12]=1[CH3:13])[CH3:5], predict the reactants needed to synthesize it. The reactants are: [OH-].[NH4+:2].[CH3:3][N:4]([N:6]=[N:7][C:8]1[CH:9]=[C:10]([C:14]([O:16]C)=O)[Se:11][C:12]=1[CH3:13])[CH3:5].O. (6) Given the product [Br:1][C:2]1[CH:7]=[C:6]([F:8])[CH:5]=[CH:4][C:3]=1[O:9][CH:11]([CH3:13])[CH3:12], predict the reactants needed to synthesize it. The reactants are: [Br:1][C:2]1[CH:7]=[C:6]([F:8])[CH:5]=[CH:4][C:3]=1[OH:9].Br[CH:11]([CH3:13])[CH3:12].C([O-])([O-])=O.[Cs+].[Cs+]. (7) Given the product [F:30][C:31]([F:36])([F:35])[C:32]([OH:34])=[O:33].[CH3:1][N:2]([CH3:7])[CH2:3][C:4]([N:53]1[CH2:54][CH2:55][CH:50]([C:48]2[CH:47]=[CH:46][C:45]([NH:56][C:57]([C:59]3[NH:60][CH:61]=[C:62]([C:64]#[N:65])[N:63]=3)=[O:58])=[C:44]([C:41]3[CH2:42][CH2:43][C:38]([CH3:66])([CH3:37])[CH2:39][CH:40]=3)[N:49]=2)[CH2:51][CH2:52]1)=[O:5], predict the reactants needed to synthesize it. The reactants are: [CH3:1][N:2]([CH3:7])[CH2:3][C:4](O)=[O:5].O=C1N(P(Cl)(N2CCOC2=O)=O)CCO1.CCN(CC)CC.[F:30][C:31]([F:36])([F:35])[C:32]([OH:34])=[O:33].[CH3:37][C:38]1([CH3:66])[CH2:43][CH2:42][C:41]([C:44]2[N:49]=[C:48]([CH:50]3[CH2:55][CH2:54][NH:53][CH2:52][CH2:51]3)[CH:47]=[CH:46][C:45]=2[NH:56][C:57]([C:59]2[NH:60][CH:61]=[C:62]([C:64]#[N:65])[N:63]=2)=[O:58])=[CH:40][CH2:39]1. (8) Given the product [NH2:48][CH2:47][C@H:44]1[CH2:43][CH2:42][C@H:41]([C:39]([NH:38][C@H:24]([C:25](=[O:37])[NH:26][C:27]2[CH:36]=[CH:35][C:30]3[NH:31][C:32](=[O:34])[NH:33][C:29]=3[CH:28]=2)[CH2:23][C:20]2[CH:19]=[CH:18][C:17]([C:3]3[CH:4]=[CH:5][C:6]([C:8]([NH:9][C@@H:10]([CH3:15])[C:11]([F:14])([F:12])[F:13])=[O:16])=[CH:7][C:2]=3[CH3:1])=[CH:22][CH:21]=2)=[O:40])[CH2:46][CH2:45]1, predict the reactants needed to synthesize it. The reactants are: [CH3:1][C:2]1[CH:7]=[C:6]([C:8](=[O:16])[NH:9][C@@H:10]([CH3:15])[C:11]([F:14])([F:13])[F:12])[CH:5]=[CH:4][C:3]=1[C:17]1[CH:22]=[CH:21][C:20]([CH2:23][C@H:24]([NH:38][C:39]([C@H:41]2[CH2:46][CH2:45][C@H:44]([CH2:47][NH:48]C(=O)OC(C)(C)C)[CH2:43][CH2:42]2)=[O:40])[C:25](=[O:37])[NH:26][C:27]2[CH:36]=[CH:35][C:30]3[NH:31][C:32](=[O:34])[NH:33][C:29]=3[CH:28]=2)=[CH:19][CH:18]=1.Cl.C(#N)C. (9) The reactants are: [K+].C(OC([NH:9][C:10]([CH3:19])(/[CH:14]=[CH:15]\[CH2:16][C:17]#[N:18])[C:11]([O-:13])=[O:12])=O)(C)(C)C.[ClH:20]. Given the product [ClH:20].[NH2:9][C:10]([CH3:19])(/[CH:14]=[CH:15]\[CH2:16][C:17]#[N:18])[C:11]([OH:13])=[O:12], predict the reactants needed to synthesize it. (10) Given the product [F:1][C:2]1[CH:3]=[C:4]2[C:8](=[CH:9][CH:10]=1)[NH:7][CH:6]=[C:5]2[CH2:11][CH:12]1[CH2:17][CH2:16][NH:15][CH2:14][CH2:13]1, predict the reactants needed to synthesize it. The reactants are: [F:1][C:2]1[CH:3]=[C:4]2[C:8](=[CH:9][CH:10]=1)[NH:7][CH:6]=[C:5]2[CH2:11][C:12]1[CH:17]=[CH:16][N:15]=[CH:14][CH:13]=1.